From a dataset of Full USPTO retrosynthesis dataset with 1.9M reactions from patents (1976-2016). Predict the reactants needed to synthesize the given product. (1) Given the product [F:21][C:18]1[CH:19]=[CH:20][C:15]([C:14]#[C:13][C:11]2[CH:10]=[N:9][CH:8]=[C:7]([I:22])[CH:12]=2)=[CH:16][CH:17]=1, predict the reactants needed to synthesize it. The reactants are: C([Mg]Cl)(C)C.Br[C:7]1[CH:8]=[N:9][CH:10]=[C:11]([C:13]#[C:14][C:15]2[CH:20]=[CH:19][C:18]([F:21])=[CH:17][CH:16]=2)[CH:12]=1.[I:22]I.O. (2) Given the product [CH3:12][CH:13]([CH3:32])[C:14]([O:16][CH:17]([O:21][C:22]([NH:11][CH2:10][C@H:2]1[CH2:3][CH2:4][C@H:5]([C:7]([OH:9])=[O:8])[CH2:6][CH2:1]1)=[O:23])[CH:18]([CH3:19])[CH3:20])=[O:15], predict the reactants needed to synthesize it. The reactants are: [CH2:1]1[CH2:6][C@H:5]([C:7]([OH:9])=[O:8])[CH2:4][CH2:3][C@H:2]1[CH2:10][NH2:11].[CH3:12][CH:13]([CH3:32])[C:14]([O:16][CH:17]([O:21][C:22](ON1C(=O)CCC1=O)=[O:23])[CH:18]([CH3:20])[CH3:19])=[O:15]. (3) Given the product [C:20](=[O:21])([O:22][C:23]([CH3:26])([CH3:25])[CH3:24])[O:13][C:11]1[N:10]([C:14]2[CH:19]=[CH:18][CH:17]=[CH:16][N:15]=2)[N:9]=[C:8]([C:5]2[CH:4]=[CH:3][C:2]([Br:1])=[CH:7][CH:6]=2)[CH:12]=1, predict the reactants needed to synthesize it. The reactants are: [Br:1][C:2]1[CH:7]=[CH:6][C:5]([C:8]2[CH:12]=[C:11]([OH:13])[N:10]([C:14]3[CH:19]=[CH:18][CH:17]=[CH:16][N:15]=3)[N:9]=2)=[CH:4][CH:3]=1.[C:20](O[C:20]([O:22][C:23]([CH3:26])([CH3:25])[CH3:24])=[O:21])([O:22][C:23]([CH3:26])([CH3:25])[CH3:24])=[O:21]. (4) Given the product [CH2:1]([O:3][C:4]([C:6]1[N:7]([CH2:13][C:14](=[O:15])[C:16]2[CH:21]=[CH:20][C:19]([CH:22]3[CH2:27][CH2:26][N:25]([C:28](=[O:33])[C:29]([F:32])([F:30])[F:31])[CH2:24][CH2:23]3)=[CH:18][CH:17]=2)[CH:8]=[C:9]([F:11])[CH:10]=1)=[O:5])[CH3:2], predict the reactants needed to synthesize it. The reactants are: [CH2:1]([O:3][C:4]([C:6]1[NH:7][CH:8]=[C:9]([F:11])[CH:10]=1)=[O:5])[CH3:2].Br[CH2:13][C:14]([C:16]1[CH:21]=[CH:20][C:19]([CH:22]2[CH2:27][CH2:26][N:25]([C:28](=[O:33])[C:29]([F:32])([F:31])[F:30])[CH2:24][CH2:23]2)=[CH:18][CH:17]=1)=[O:15].C(=O)([O-])[O-].[K+].[K+]. (5) Given the product [CH3:18][CH:15]1[CH2:16][CH2:17][N:12]([C:10]([C:8]2[N:9]=[C:5]([C:3]([NH:1][NH:2][C:41](=[O:42])[C:40]([NH2:39])=[O:44])=[O:4])[S:6][C:7]=2[C:19]2[C:28]3[C:23](=[CH:24][CH:25]=[CH:26][CH:27]=3)[C:22]([S:29](=[O:31])(=[O:30])[NH:32][C@@H:33]([CH3:38])[C:34]([F:36])([F:35])[F:37])=[CH:21][CH:20]=2)=[O:11])[CH2:13][CH2:14]1, predict the reactants needed to synthesize it. The reactants are: [NH:1]([C:3]([C:5]1[S:6][C:7]([C:19]2[C:28]3[C:23](=[CH:24][CH:25]=[CH:26][CH:27]=3)[C:22]([S:29]([NH:32][C@@H:33]([CH3:38])[C:34]([F:37])([F:36])[F:35])(=[O:31])=[O:30])=[CH:21][CH:20]=2)=[C:8]([C:10]([N:12]2[CH2:17][CH2:16][CH:15]([CH3:18])[CH2:14][CH2:13]2)=[O:11])[N:9]=1)=[O:4])[NH2:2].[NH2:39][C:40](=[O:44])[C:41](O)=[O:42].CN(C(ON1N=NC2C=CC=NC1=2)=[N+](C)C)C.F[P-](F)(F)(F)(F)F.O. (6) The reactants are: [C:1]([C@H:4]1[O:9][CH2:8][CH2:7][N:6]([C:10]([O:12][C:13]([CH3:16])([CH3:15])[CH3:14])=[O:11])[CH2:5]1)(=O)[CH3:2].C([O-])(=O)C.[NH4+].[C:22]([BH3-])#[N:23].[Na+].ClC1[C:32]2=[N:33][CH:34]=[CH:35][N:36]=[C:31]2[CH:30]=[C:29]([Cl:37])[N:28]=1.CCN(C(C)C)C(C)C. Given the product [Cl:37][C:29]1[N:28]=[C:22]([NH:23][CH:1]([C@H:4]2[O:9][CH2:8][CH2:7][N:6]([C:10]([O:12][C:13]([CH3:16])([CH3:15])[CH3:14])=[O:11])[CH2:5]2)[CH3:2])[C:32]2=[N:33][CH:34]=[CH:35][N:36]=[C:31]2[CH:30]=1, predict the reactants needed to synthesize it.